Dataset: Full USPTO retrosynthesis dataset with 1.9M reactions from patents (1976-2016). Task: Predict the reactants needed to synthesize the given product. (1) Given the product [C:13]([C:12]1[CH:16]=[CH:17][C:9]([N:5]2[CH2:4][C@H:3]([CH2:2][NH:1][C:26](=[O:27])[O:28][C:29]([CH3:32])([CH3:31])[CH3:30])[O:7][C:6]2=[O:8])=[CH:10][C:11]=1[F:18])(=[O:14])[NH2:15], predict the reactants needed to synthesize it. The reactants are: [NH2:1][CH2:2][C@@H:3]1[O:7][C:6](=[O:8])[N:5]([C:9]2[CH:17]=[CH:16][C:12]([C:13]([NH2:15])=[O:14])=[C:11]([F:18])[CH:10]=2)[CH2:4]1.C(N(CC)CC)C.[C:26](O[C:26]([O:28][C:29]([CH3:32])([CH3:31])[CH3:30])=[O:27])([O:28][C:29]([CH3:32])([CH3:31])[CH3:30])=[O:27]. (2) Given the product [Br:1][C:12]1[N:11]2[C:6]([CH:7]=[CH:8][C:9]([C:13]#[N:14])=[CH:10]2)=[CH:5][C:4]=1[CH3:3], predict the reactants needed to synthesize it. The reactants are: [Br:1]Br.[CH3:3][C:4]1[CH:5]=[C:6]2[N:11]([CH:12]=1)[CH:10]=[C:9]([C:13]#[N:14])[CH:8]=[CH:7]2. (3) Given the product [Cl:27][C:22]1[CH:23]=[CH:24][CH:25]=[CH:26][C:21]=1[N:20]1[CH:16]([C:12]2[CH:11]=[C:10]([C:6]3[CH:7]=[CH:8][CH:9]=[C:4]([C:1]([OH:3])([CH3:38])[CH3:2])[CH:5]=3)[CH:15]=[CH:14][CH:13]=2)[CH2:17][C:18]([C:28]([C:34]([F:37])([F:36])[F:35])([C:30]([F:31])([F:32])[F:33])[OH:29])=[N:19]1, predict the reactants needed to synthesize it. The reactants are: [C:1]([C:4]1[CH:5]=[C:6]([C:10]2[CH:15]=[CH:14][CH:13]=[C:12]([CH:16]3[N:20]([C:21]4[CH:26]=[CH:25][CH:24]=[CH:23][C:22]=4[Cl:27])[N:19]=[C:18]([C:28]([C:34]([F:37])([F:36])[F:35])([C:30]([F:33])([F:32])[F:31])[OH:29])[CH2:17]3)[CH:11]=2)[CH:7]=[CH:8][CH:9]=1)(=[O:3])[CH3:2].[CH3:38][Mg]Cl.